From a dataset of Catalyst prediction with 721,799 reactions and 888 catalyst types from USPTO. Predict which catalyst facilitates the given reaction. Reactant: C[C:2]1[CH:7]=[CH:6][CH:5]=[CH:4][C:3]=1[C:8]([C:10]1[CH:15]=[CH:14][CH:13]=[C:12]([Cl:16])[CH:11]=1)=[O:9].[BH4-].[Na+]. Product: [Cl:16][C:12]1[CH:11]=[C:10]([CH:8]([C:3]2[CH:4]=[CH:5][CH:6]=[CH:7][CH:2]=2)[OH:9])[CH:15]=[CH:14][CH:13]=1. The catalyst class is: 14.